Dataset: Full USPTO retrosynthesis dataset with 1.9M reactions from patents (1976-2016). Task: Predict the reactants needed to synthesize the given product. (1) Given the product [O:1]=[C:2]1[C:11]2[C:6](=[CH:7][CH:8]=[C:9]([C:12]#[C:13][CH2:14][C:15]3[CH:20]=[CH:19][CH:18]=[CH:17][CH:16]=3)[CH:10]=2)[CH:5]=[CH:4][N:3]1[CH2:21][C:22]1[CH:30]=[CH:29][C:25]([C:26]([NH:53][N:54]2[CH2:59][CH2:58][CH2:57][CH2:56][CH2:55]2)=[O:27])=[CH:24][CH:23]=1, predict the reactants needed to synthesize it. The reactants are: [O:1]=[C:2]1[C:11]2[C:6](=[CH:7][CH:8]=[C:9]([C:12]#[C:13][CH2:14][C:15]3[CH:20]=[CH:19][CH:18]=[CH:17][CH:16]=3)[CH:10]=2)[CH:5]=[CH:4][N:3]1[CH2:21][C:22]1[CH:30]=[CH:29][C:25]([C:26](O)=[O:27])=[CH:24][CH:23]=1.CCN=C=NCCCN(C)C.Cl.C1C=CC2N(O)N=NC=2C=1.[NH2:53][N:54]1[CH2:59][CH2:58][CH2:57][CH2:56][CH2:55]1.C([O-])(O)=O.[Na+]. (2) Given the product [OH:8][CH:9]1[CH2:10][CH2:11][N:12]([C:15]2[N:20]=[CH:19][C:18]([C:21]3[CH:26]=[CH:25][C:24]([C:27]([O:29][CH3:30])=[O:28])=[CH:23][N:22]=3)=[CH:17][CH:16]=2)[CH2:13][CH2:14]1, predict the reactants needed to synthesize it. The reactants are: [Si]([O:8][CH:9]1[CH2:14][CH2:13][N:12]([C:15]2[N:20]=[CH:19][C:18]([C:21]3[CH:26]=[CH:25][C:24]([C:27]([O:29][CH3:30])=[O:28])=[CH:23][N:22]=3)=[CH:17][CH:16]=2)[CH2:11][CH2:10]1)(C(C)(C)C)(C)C.CCCC[N+](CCCC)(CCCC)CCCC.[F-].